From a dataset of TCR-epitope binding with 47,182 pairs between 192 epitopes and 23,139 TCRs. Binary Classification. Given a T-cell receptor sequence (or CDR3 region) and an epitope sequence, predict whether binding occurs between them. (1) The epitope is TSNQVAVLY. The TCR CDR3 sequence is CSVVDYSSYEQYF. Result: 0 (the TCR does not bind to the epitope). (2) The epitope is VLWAHGFEL. The TCR CDR3 sequence is CSSQEENTYNEQFF. Result: 0 (the TCR does not bind to the epitope).